Dataset: Reaction yield outcomes from USPTO patents with 853,638 reactions. Task: Predict the reaction yield, written as a fraction of the theoretical maximum amount of product (1.0 means a 100% yield; for example, 0.34 means a 34% yield). (1) The reactants are [CH3:1][O:2][C:3]1[C:4](=[O:22])[C:5](C(O)=O)=[N:6][N:7]([C:9]2[CH:10]=[CH:11][CH:12]=[C:13]3[C:18]=2[N:17]=[CH:16][CH:15]=[CH:14]3)[CH:8]=1.C1C=CC(P([N:37]=[N+]=[N-])(C2C=CC=CC=2)=O)=CC=1.CCN(CC)CC.[OH-].[Na+]. The catalyst is C1(C)C=CC=CC=1.CN(C=O)C. The product is [NH2:37][C:5]1[C:4](=[O:22])[C:3]([O:2][CH3:1])=[CH:8][N:7]([C:9]2[CH:10]=[CH:11][CH:12]=[C:13]3[C:18]=2[N:17]=[CH:16][CH:15]=[CH:14]3)[N:6]=1. The yield is 0.200. (2) The reactants are Br[C:2](=[CH:5]OC(C)C)[CH:3]=[O:4].[NH2:10][C:11]1[C:19]2[C:14](=[CH:15][CH:16]=[CH:17][CH:18]=2)[CH2:13][N:12]=1.C(N(CC)CC)C. The catalyst is C(#N)C.C(OCC)(=O)C. The product is [N:10]1[C:2]([CH:3]=[O:4])=[CH:5][N:12]2[CH2:13][C:14]3[C:19](=[CH:18][CH:17]=[CH:16][CH:15]=3)[C:11]=12. The yield is 0.220. (3) The reactants are [Cl:1][C:2]1[CH:7]=[CH:6][C:5]([N:8]=[C:9]=[O:10])=[CH:4][CH:3]=1.[NH2:11][C:12]1[S:27][C:15]2[CH2:16][N:17]([C:20]([O:22][C:23]([CH3:26])([CH3:25])[CH3:24])=[O:21])[CH2:18][CH2:19][C:14]=2[C:13]=1[C:28](=[O:30])[NH2:29].C(N(CC)CC)C. The catalyst is O1CCCC1. The product is [C:28]([C:13]1[C:14]2[CH2:19][CH2:18][N:17]([C:20]([O:22][C:23]([CH3:25])([CH3:24])[CH3:26])=[O:21])[CH2:16][C:15]=2[S:27][C:12]=1[NH:11][C:9]([NH:8][C:5]1[CH:6]=[CH:7][C:2]([Cl:1])=[CH:3][CH:4]=1)=[O:10])(=[O:30])[NH2:29]. The yield is 0.860. (4) The reactants are [F:1][C:2]1[CH:3]=[C:4]([CH:33]=[CH:34][CH:35]=1)[CH2:5][N:6]1[C:14]2[C:9](=[CH:10][C:11]([NH:15][C:16]3[C:25]4[C:20](=[CH:21][CH:22]=[CH:23][C:24]=4[O:26][C@H:27]([CH3:32])[C:28](OC)=[O:29])[N:19]=[CH:18][N:17]=3)=[CH:12][CH:13]=2)[CH:8]=[N:7]1.[CH2:36]([CH2:38][NH2:39])[OH:37]. No catalyst specified. The product is [F:1][C:2]1[CH:3]=[C:4]([CH:33]=[CH:34][CH:35]=1)[CH2:5][N:6]1[C:14]2[C:9](=[CH:10][C:11]([NH:15][C:16]3[C:25]4[C:20](=[CH:21][CH:22]=[CH:23][C:24]=4[O:26][C@H:27]([CH3:32])[C:28]([NH:39][CH2:38][CH2:36][OH:37])=[O:29])[N:19]=[CH:18][N:17]=3)=[CH:12][CH:13]=2)[CH:8]=[N:7]1. The yield is 0.800. (5) The reactants are C(Cl)(=O)C(Cl)=O.C[N:8]([CH:10]=[O:11])C.C(OC(N[C@H](CCCCNC(OC(C)(C)C)=O)C(NCCC(O[C:29]1[CH:30]=[CH:31][C:32]2[C:38]3[C:39]([O:47][CH3:48])=[C:40]([O:45][CH3:46])[C:41]([O:43][CH3:44])=[CH:42][C:37]=3[CH2:36][CH2:35][C@H:34]([NH:49][C:50](=[O:52])[CH3:51])[C:33]=2[CH:53]=1)=O)=O)=O)(C)(C)C. The catalyst is ClCCl. The product is [C:10]([C:29]1[CH:30]=[CH:31][C:32]2[C:38]3[C:39]([O:47][CH3:48])=[C:40]([O:45][CH3:46])[C:41]([O:43][CH3:44])=[CH:42][C:37]=3[CH2:36][CH2:35][C@H:34]([NH:49][C:50](=[O:52])[CH3:51])[C:33]=2[CH:53]=1)(=[O:11])[NH2:8]. The yield is 0.200.